This data is from Forward reaction prediction with 1.9M reactions from USPTO patents (1976-2016). The task is: Predict the product of the given reaction. (1) Given the reactants Cl.O1CCOCC1.[Cl:8][C:9]1[CH:52]=[CH:51][CH:50]=[CH:49][C:10]=1[CH2:11][N:12]1[C:20]2[C:19](=[O:21])[N:18]([CH3:22])[C:17]([O:23][C:24]3[CH:29]=[CH:28][CH:27]=[C:26]([O:30][CH2:31][CH3:32])[CH:25]=3)=[N:16][C:15]=2[C:14]([C:33]#[N:34])=[C:13]1[N:35]1[CH2:40][CH2:39][CH2:38][C@@H:37]([NH:41]C(=O)OC(C)(C)C)[CH2:36]1, predict the reaction product. The product is: [ClH:8].[NH2:41][C@@H:37]1[CH2:38][CH2:39][CH2:40][N:35]([C:13]2[N:12]([CH2:11][C:10]3[CH:49]=[CH:50][CH:51]=[CH:52][C:9]=3[Cl:8])[C:20]3[C:19](=[O:21])[N:18]([CH3:22])[C:17]([O:23][C:24]4[CH:29]=[CH:28][CH:27]=[C:26]([O:30][CH2:31][CH3:32])[CH:25]=4)=[N:16][C:15]=3[C:14]=2[C:33]#[N:34])[CH2:36]1. (2) Given the reactants IC.[O:3]=[C:4]1[N:10]([CH:11]2[CH2:16][CH2:15][N:14]([C:17]([O:19][C@@H:20]([C:31]([O:33][CH3:34])=[O:32])[CH2:21][C:22]3[CH:27]=[C:26]([CH3:28])[C:25]([OH:29])=[C:24]([CH3:30])[CH:23]=3)=[O:18])[CH2:13][CH2:12]2)[CH2:9][CH2:8][C:7]2[CH:35]=[CH:36][CH:37]=[CH:38][C:6]=2[NH:5]1.[C:39]([O-])([O-])=O.[Cs+].[Cs+], predict the reaction product. The product is: [O:3]=[C:4]1[N:10]([CH:11]2[CH2:16][CH2:15][N:14]([C:17]([O:19][C@@H:20]([C:31]([O:33][CH3:34])=[O:32])[CH2:21][C:22]3[CH:27]=[C:26]([CH3:28])[C:25]([O:29][CH3:39])=[C:24]([CH3:30])[CH:23]=3)=[O:18])[CH2:13][CH2:12]2)[CH2:9][CH2:8][C:7]2[CH:35]=[CH:36][CH:37]=[CH:38][C:6]=2[NH:5]1. (3) Given the reactants [CH3:1][N:2]([CH3:18])[S:3]([NH:6][CH2:7][C:8]1[CH:17]=[CH:16][C:11]([C:12]([O:14]C)=[O:13])=[CH:10][CH:9]=1)(=[O:5])=[O:4].[OH-].[K+].Cl, predict the reaction product. The product is: [CH3:1][N:2]([CH3:18])[S:3]([NH:6][CH2:7][C:8]1[CH:17]=[CH:16][C:11]([C:12]([OH:14])=[O:13])=[CH:10][CH:9]=1)(=[O:5])=[O:4]. (4) Given the reactants [H-].[Na+].[CH2:3]1COCC1.[N:8]1[C:17]2[C:12](=[CH:13][CH:14]=[CH:15][CH:16]=2)[CH:11]=[C:10]([C:18]2[C:24]3[CH:25]=[CH:26][CH:27]=[CH:28][C:23]=3[NH:22][C:21](=[O:29])[CH2:20][N:19]=2)[CH:9]=1.CI, predict the reaction product. The product is: [CH3:3][N:22]1[C:23]2[CH:28]=[CH:27][CH:26]=[CH:25][C:24]=2[C:18]([C:10]2[CH:9]=[N:8][C:17]3[C:12]([CH:11]=2)=[CH:13][CH:14]=[CH:15][CH:16]=3)=[N:19][CH2:20][C:21]1=[O:29]. (5) Given the reactants Br[C:2]1[CH:3]=[C:4]2[C:8](=[C:9]([Cl:11])[CH:10]=1)[C:7](=[O:12])[N:6]([CH2:13][C:14]1[CH:19]=[CH:18][C:17]([O:20][C:21]([F:24])([F:23])[F:22])=[CH:16][CH:15]=1)[CH2:5]2.C(P(C(C)(C)C)C1C=CC2C(=CC=CC=2)C=1C1C2C(=CC=CC=2)C=CC=1)(C)(C)C.C(=O)([O-])[O-].[Cs+].[Cs+].[F:60][CH:61]([F:64])[CH2:62][OH:63], predict the reaction product. The product is: [F:60][CH:61]([F:64])[CH2:62][O:63][C:2]1[CH:3]=[C:4]2[C:8](=[C:9]([Cl:11])[CH:10]=1)[C:7](=[O:12])[N:6]([CH2:13][C:14]1[CH:19]=[CH:18][C:17]([O:20][C:21]([F:24])([F:23])[F:22])=[CH:16][CH:15]=1)[CH2:5]2. (6) Given the reactants [NH2:1][C@H:2]([CH2:7][CH3:8])[C:3]([O:5][CH3:6])=[O:4].[C:9]1(=O)[CH2:12][CH2:11][CH2:10]1.C([O-])(=O)C.[Na+].C(O[BH-](OC(=O)C)OC(=O)C)(=O)C.[Na+].C(=O)(O)[O-].[Na+], predict the reaction product. The product is: [CH:9]1([NH:1][C@H:2]([CH2:7][CH3:8])[C:3]([O:5][CH3:6])=[O:4])[CH2:12][CH2:11][CH2:10]1. (7) Given the reactants [NH2:1][C:2]1[C:15]2[C:14](=[O:16])[C:13]3[C:8](=[CH:9][CH:10]=[CH:11][CH:12]=3)[C:7](=[O:17])[C:6]=2[C:5]([Br:18])=[CH:4][C:3]=1[Br:19].[N:20]([O-])=O.[Na+].[S:24](=[O:28])(=[O:27])([OH:26])[OH:25], predict the reaction product. The product is: [Br:19][C:3]1[C:2]2=[N:1][O:16][C:14]3=[C:15]2[C:6]([C:7](=[O:17])[C:8]2[C:13]3=[CH:12][CH:11]=[CH:10][CH:9]=2)=[C:5]([Br:18])[CH:4]=1.[S:24]([O-:28])([OH:27])(=[O:26])=[O:25].[C:2]1([N+:1]#[N:20])[C:15]2[C:14](=[O:16])[C:13]3[C:8](=[CH:9][CH:10]=[CH:11][CH:12]=3)[C:7](=[O:17])[C:6]=2[CH:5]=[CH:4][CH:3]=1.